Dataset: Peptide-MHC class II binding affinity with 134,281 pairs from IEDB. Task: Regression. Given a peptide amino acid sequence and an MHC pseudo amino acid sequence, predict their binding affinity value. This is MHC class II binding data. (1) The peptide sequence is SCFEIKCTKPEACSG. The MHC is DRB1_0301 with pseudo-sequence DRB1_0301. The binding affinity (normalized) is 0.0744. (2) The peptide sequence is ILMTATPPGTSDEFP. The MHC is HLA-DQA10201-DQB10301 with pseudo-sequence HLA-DQA10201-DQB10301. The binding affinity (normalized) is 0.787. (3) The peptide sequence is DITVKNCVLKKSTNG. The binding affinity (normalized) is 0.155. The MHC is DRB4_0101 with pseudo-sequence DRB4_0103. (4) The peptide sequence is EHCSLNENITVPDTK. The MHC is DRB1_0802 with pseudo-sequence DRB1_0802. The binding affinity (normalized) is 0.193. (5) The peptide sequence is LGQTIRNSRWSSPDN. The MHC is DRB3_0202 with pseudo-sequence DRB3_0202. The binding affinity (normalized) is 0.260. (6) The peptide sequence is SEAQKAAKPAAAATA. The MHC is HLA-DPA10103-DPB10201 with pseudo-sequence HLA-DPA10103-DPB10201. The binding affinity (normalized) is 0.